From a dataset of Full USPTO retrosynthesis dataset with 1.9M reactions from patents (1976-2016). Predict the reactants needed to synthesize the given product. Given the product [F:36][C:37]([F:42])([F:41])[C:38]([OH:40])=[O:39].[CH3:35][C:31]1[CH:30]=[C:29]2[C:34]([C:26]([C:23]3[N:24]=[C:25]4[C:17]([C:15]([NH:14][C:2]5([CH3:1])[CH2:6][CH2:5][NH:4][CH2:3]5)=[O:16])=[CH:18][NH:19][C:20]4=[N:21][CH:22]=3)=[N:27][NH:28]2)=[CH:33][CH:32]=1, predict the reactants needed to synthesize it. The reactants are: [CH3:1][C:2]1([NH:14][C:15]([C:17]2[C:25]3[C:20](=[N:21][CH:22]=[C:23]([C:26]4[C:34]5[C:29](=[CH:30][C:31]([CH3:35])=[CH:32][CH:33]=5)[NH:28][N:27]=4)[N:24]=3)[NH:19][CH:18]=2)=[O:16])[CH2:6][CH2:5][N:4](C(OC(C)(C)C)=O)[CH2:3]1.[F:36][C:37]([F:42])([F:41])[C:38]([OH:40])=[O:39].